This data is from Peptide-MHC class I binding affinity with 185,985 pairs from IEDB/IMGT. The task is: Regression. Given a peptide amino acid sequence and an MHC pseudo amino acid sequence, predict their binding affinity value. This is MHC class I binding data. The peptide sequence is DFPIFNQRY. The binding affinity (normalized) is 0.0847. The MHC is HLA-A02:01 with pseudo-sequence HLA-A02:01.